This data is from Forward reaction prediction with 1.9M reactions from USPTO patents (1976-2016). The task is: Predict the product of the given reaction. (1) Given the reactants [NH2:1][C:2]1[CH:3]=[C:4]([N:16]([CH3:26])[S:17]([C:20]2[CH:25]=[CH:24][CH:23]=[CH:22][CH:21]=2)(=[O:19])=[O:18])[CH:5]=[CH:6][C:7]=1[NH:8][CH2:9][CH:10]1[CH2:15][CH2:14][O:13][CH2:12][CH2:11]1.[C:27]([C:29]([CH3:34])([CH3:33])[C:30](O)=O)#[N:28].C(N(C(C)C)CC)(C)C.CN(C(ON1N=NC2C=CC=NC1=2)=[N+](C)C)C.F[P-](F)(F)(F)(F)F, predict the reaction product. The product is: [C:27]([C:29]([C:34]1[N:8]([CH2:9][CH:10]2[CH2:15][CH2:14][O:13][CH2:12][CH2:11]2)[C:7]2[CH:6]=[CH:5][C:4]([N:16]([CH3:26])[S:17]([C:20]3[CH:25]=[CH:24][CH:23]=[CH:22][CH:21]=3)(=[O:19])=[O:18])=[CH:3][C:2]=2[N:1]=1)([CH3:33])[CH3:30])#[N:28]. (2) Given the reactants [CH3:1][C:2]1[C:6]2[CH:7]=[CH:8][CH:9]=[CH:10][C:5]=2[O:4][C:3]=1[C:11]([OH:13])=[O:12].[CH3:14][C:15]1[CH:20]=[C:19]([B:21]2[O:25][C:24]([CH3:27])([CH3:26])[C:23]([CH3:29])([CH3:28])[O:22]2)[CH:18]=[C:17]([CH3:30])[C:16]=1O.C1(N=C=NC2CCCCC2)CCCCC1, predict the reaction product. The product is: [CH3:30][C:17]1[CH:18]=[C:19]([B:21]2[O:25][C:24]([CH3:26])([CH3:27])[C:23]([CH3:29])([CH3:28])[O:22]2)[CH:20]=[C:15]([CH3:14])[C:16]=1[O:12][C:11]([C:3]1[O:4][C:5]2[CH:10]=[CH:9][CH:8]=[CH:7][C:6]=2[C:2]=1[CH3:1])=[O:13]. (3) Given the reactants [NH2:1][C:2]1[C:10]([CH3:11])=[CH:9][C:8](I)=[CH:7][C:3]=1[C:4]([OH:6])=[O:5].C([SiH](CC)CC)C.[C:20](=O)([O-])[O-:21].[Na+].[Na+].[C]=O, predict the reaction product. The product is: [NH2:1][C:2]1[C:10]([CH3:11])=[CH:9][C:8]([CH:20]=[O:21])=[CH:7][C:3]=1[C:4]([OH:6])=[O:5]. (4) Given the reactants Br[CH2:2][C:3]1[CH:4]=[CH:5][C:6]([F:27])=[C:7]([C:9]2[CH:14]=[CH:13][C:12](=[O:15])[N:11]([CH2:16][C:17]3[CH:18]=[C:19]([CH:24]=[CH:25][CH:26]=3)[C:20]([O:22][CH3:23])=[O:21])[N:10]=2)[CH:8]=1.C(=O)([O-])[O-].[Cs+].[Cs+].N[N:35]1[C:39]2[CH:40]=[CH:41][CH:42]=[CH:43][C:38]=2[N:37]=[CH:36]1.C[N:45](C=O)C, predict the reaction product. The product is: [NH2:45][C:36]1[N:37]([CH2:2][C:3]2[CH:4]=[CH:5][C:6]([F:27])=[C:7]([C:9]3[CH:14]=[CH:13][C:12](=[O:15])[N:11]([CH2:16][C:17]4[CH:18]=[C:19]([CH:24]=[CH:25][CH:26]=4)[C:20]([O:22][CH3:23])=[O:21])[N:10]=3)[CH:8]=2)[C:38]2[CH:43]=[CH:42][CH:41]=[CH:40][C:39]=2[N:35]=1.